From a dataset of Experimentally validated miRNA-target interactions with 360,000+ pairs, plus equal number of negative samples. Binary Classification. Given a miRNA mature sequence and a target amino acid sequence, predict their likelihood of interaction. (1) The miRNA is hsa-miR-371b-5p with sequence ACUCAAAAGAUGGCGGCACUUU. The protein sequence of the target gene is MAAGCSEAPRPAAASDGSLVGQAGVLPCLELPTYAAACALVNSRYSCLVAGPHQRHIALSPRYLNRKRTGIREQLDAELLRYSESLLGVPIAYDNIKVVGELGDIYDDQGHIHLNIEADFVIFCPEPGQKLMGIVNKVSSSHIGCLVHGCFNASIPKPEQLSAEQWQTMEINMGDELEFEVFRLDSDAAGVFCIRGKLNITSLQFKRSEVSEEVTENGTEEAAKKPKKKKKKKDPETYEVDSGTTKLADDADDTPMEESALQNTNNANGIWEEEPKKKKKKKKHQEVQDQDPVFQGSDSS.... Result: 1 (interaction). (2) The miRNA is hsa-miR-98-5p with sequence UGAGGUAGUAAGUUGUAUUGUU. The protein sequence of the target gene is MMAYMNPGPHYSVNALALSGPSVDLMHQAVPYPSAPRKQRRERTTFTRSQLEELEALFAKTQYPDVYAREEVALKINLPESRVQVWFKNRRAKCRQQRQQQKQQQQPPGGQAKARPAKRKAGTSPRPSTDVCPDPLGISDSYSPPLPGPSGSPTTAVATVSIWSPASESPLPEAQRAGLVASGPSLTSAPYAMTYAPASAFCSSPSAYGSPSSYFSGLDPYLSPMVPQLGGPALSPLSGPSVGPSLAQSPTSLSGQSYGAYSPVDSLEFKDPTGTWKFTYNPMDPLDYKDQSAWKFQIL. Result: 1 (interaction). (3) The miRNA is hsa-miR-421 with sequence AUCAACAGACAUUAAUUGGGCGC. The protein sequence of the target gene is MWTNFFKLRLFCCLLAVLMVVVLVINVTQVEYLDHETVSATFIDSSGQFVSSQVTGISRNPYCGYDQQTLSSQERMEEDSLLAALHRQVPDVGPVPFVKSTDPSSSYFVILNSAAFFKVGSQLEVLVHVQDFQRKPKKYGGDYLQARIHSLKLQAGAVGRVVDYQNGFYKVFFTLLWPGKVKVSVSLVHPSEGIRVLQRLQEDKPDRVYFKSLFRSGRISETTECNVCLPGNLPLCNFTDLYTGEPWFCFKPKKLPCSSRITHFKGGYLKGLLTAAESAFFQSGVNIKMPVNSSGPDWVT.... Result: 1 (interaction). (4) The miRNA is mmu-miR-24-3p with sequence UGGCUCAGUUCAGCAGGAACAG. The protein sequence of the target gene is MKQKMMARLLRTSFALLFLGLFGVLGAATISCRNEEGKAVDWFTFYKLPKRQNKESGETGLEYLYLDSTTRSWRKSEQLMNDTKSVLGRTLQQLYEAYASKSNNTAYLIYNDGVPKPVNYSRKYGHTKGLLLWNRVQGFWLIHSIPQFPPIPEEGYDYPPTGRRNGQSGICITFKYNQYEAIDSQLLVCNPNVYSCSIPATFHQELIHMPQLCTRASSSEIPGRLLTTLQSAQGQKFLHFAKSDSFLDDIFAAWMAQRLKTHLLTETWQRKRQELPSNCSLPYHVYNIKAIKLSRHSYFS.... Result: 0 (no interaction). (5) The miRNA is hsa-miR-6758-5p with sequence UAGAGAGGGGAAGGAUGUGAUGU. The protein sequence of the target gene is MASRWWRWRRGCSWKPAARSPGPGSPGRAGPLGPSAAAEVRAQVHRRKGLDLSQIPYINLVKHLTSACPNVCRISRFHHTTPDSKTHSGEKYTDPFKLGWRDLKGLYEDIRKELLISTSELKEMSEYYFDGKGKAFRPIIVALMARACNIHHNNSRHVQASQRAIALIAEMIHTASLVHDDVIDDASSRRGKHTVNKIWGEKKAVLAGDLILSAASIALARIGNTTVISILTQVIEDLVRGEFLQLGSKENENERFAHYLEKTFKKTASLIANSCKAVSVLGCPDPVVHEIAYQYGKNVG.... Result: 0 (no interaction). (6) The miRNA is hsa-miR-3927-3p with sequence CAGGUAGAUAUUUGAUAGGCAU. The protein sequence of the target gene is MVLDSGTQVYEQAPPRPPAGSPSQHHKLKPSNGNGPPLYPWPESLGMPLALAVPSALQQQTMWQTFSKLHLEQSSHMRRSESTYSVNSTGRRGRGKAPIGRGCDPGGTLRPAASLPHIAKIRKDVGSSSSKSPCMLVALRPTNMDQEREKFFQSHYTYNPQFEYQEPMPMSVLEKYQEASAQFMNQAVGIIEAVLEKFGTYENFEAATGGQLLTKCQIWSTVRKYMQKEGCVGEIVVQLSEDLLSQAVMMVENSRPTLAINLTGARQYWLEGMLRHEIGTHYLRGVNNSRQPWHSTEGRL.... Result: 0 (no interaction).